This data is from Full USPTO retrosynthesis dataset with 1.9M reactions from patents (1976-2016). The task is: Predict the reactants needed to synthesize the given product. (1) Given the product [N+:1]([C:4]1[S:8][C:7]([C:9]([OH:13])=[O:10])=[CH:6][CH:5]=1)([O-:3])=[O:2], predict the reactants needed to synthesize it. The reactants are: [N+:1]([C:4]1[S:8][C:7]([CH:9]=[O:10])=[CH:6][CH:5]=1)([O-:3])=[O:2].CC(C)=[O:13].OS(O)(=O)=O.O=[Cr](=O)=O.C(O)(C)C.O. (2) Given the product [CH3:26][O:25][C:10]1[CH:11]=[C:12]([N:15]2[CH2:20][CH2:19][C:18](=[O:21])[CH2:17][CH2:16]2)[CH:13]=[CH:14][C:9]=1[NH:8][C:6]1[N:5]=[C:4]([NH:27][C:28]2[CH:33]=[CH:32][CH:31]=[CH:30][C:29]=2[S:34]([CH:37]([CH3:39])[CH3:38])(=[O:36])=[O:35])[N:3]=[CH:2][N:7]=1, predict the reactants needed to synthesize it. The reactants are: Cl[C:2]1[N:7]=[C:6]([NH:8][C:9]2[CH:14]=[CH:13][C:12]([N:15]3[CH2:20][CH2:19][C:18](OC)([O:21]C)[CH2:17][CH2:16]3)=[CH:11][C:10]=2[O:25][CH3:26])[N:5]=[C:4]([NH:27][C:28]2[CH:33]=[CH:32][CH:31]=[CH:30][C:29]=2[S:34]([CH:37]([CH3:39])[CH3:38])(=[O:36])=[O:35])[N:3]=1.C(N(CC)C(C)C)(C)C.COC1(OC)CCN(C2C=CC(NC3N=C(NC4C=CC=CC=4S(C(C)C)(=O)=O)N=CN=3)=C(OC)C=2)CC1.Cl.C(=O)([O-])[O-].[K+].[K+]. (3) Given the product [CH:20]1([C:26]2[CH:31]=[C:30]([Cl:32])[CH:29]=[CH:28][C:27]=2[O:33][CH2:35][CH2:36][N:37]2[CH2:42][CH2:41][O:40][CH2:39][CH2:38]2)[CH2:21][CH2:22][CH2:23][CH2:24][CH2:25]1, predict the reactants needed to synthesize it. The reactants are: C1(P(C2C=CC=CC=2)C2C=CC=CC=2)C=CC=CC=1.[CH:20]1([C:26]2[CH:31]=[C:30]([Cl:32])[CH:29]=[CH:28][C:27]=2[OH:33])[CH2:25][CH2:24][CH2:23][CH2:22][CH2:21]1.O[CH2:35][CH2:36][N:37]1[CH2:42][CH2:41][O:40][CH2:39][CH2:38]1.CCOC(/N=N/C(OCC)=O)=O. (4) Given the product [ClH:21].[CH3:13][O:14][C:15]1[CH:23]=[CH:22][C:18]([C:19]([O:1][CH2:2][CH2:3][NH:4][CH3:5])=[O:20])=[CH:17][CH:16]=1, predict the reactants needed to synthesize it. The reactants are: [OH:1][CH2:2][CH2:3][N:4](C)[C:5](=O)OC(C)(C)C.[CH3:13][O:14][C:15]1[CH:23]=[CH:22][C:18]([C:19]([Cl:21])=[O:20])=[CH:17][CH:16]=1.N1C=CC=CC=1. (5) Given the product [N:25]1([CH:11]([NH:8][C:6](=[O:7])[C:5]2[CH:9]=[CH:10][C:2]([Cl:1])=[CH:3][CH:4]=2)[C@H:13]2[CH2:17][CH2:16][CH2:15][N:14]2[C:18]([O:20][C:21]([CH3:24])([CH3:23])[CH3:22])=[O:19])[C:29]2[CH:30]=[CH:31][CH:32]=[CH:33][C:28]=2[N:27]=[N:26]1, predict the reactants needed to synthesize it. The reactants are: [Cl:1][C:2]1[CH:10]=[CH:9][C:5]([C:6]([NH2:8])=[O:7])=[CH:4][CH:3]=1.[CH:11]([C@H:13]1[CH2:17][CH2:16][CH2:15][N:14]1[C:18]([O:20][C:21]([CH3:24])([CH3:23])[CH3:22])=[O:19])=O.[NH:25]1[C:29]2[CH:30]=[CH:31][CH:32]=[CH:33][C:28]=2[N:27]=[N:26]1.C1(C)C=CC(S(O)(=O)=O)=CC=1.